Dataset: Forward reaction prediction with 1.9M reactions from USPTO patents (1976-2016). Task: Predict the product of the given reaction. Given the reactants [Cl:1][C:2]1[CH:3]=[C:4]([CH:9]=[CH:10][C:11]2[CH:16]=[CH:15][CH:14]=[CH:13][N+:12]=2[O-])[CH:5]=[CH:6][C:7]=1[Cl:8].COS(OC)(=O)=O.[C-:25]#[N:26].[Na+], predict the reaction product. The product is: [Cl:1][C:2]1[CH:3]=[C:4]([CH:9]=[CH:10][C:11]2[N:12]=[C:13]([C:25]#[N:26])[CH:14]=[CH:15][CH:16]=2)[CH:5]=[CH:6][C:7]=1[Cl:8].